From a dataset of Reaction yield outcomes from USPTO patents with 853,638 reactions. Predict the reaction yield, written as a fraction of the theoretical maximum amount of product (1.0 means a 100% yield; for example, 0.34 means a 34% yield). (1) The reactants are [CH3:1][C:2]1([CH3:10])[O:7][CH2:6][CH:5]([CH2:8][OH:9])[CH2:4][O:3]1.CCN(CC)CC.[S:18](Cl)([C:21]1[CH:27]=[CH:26][C:24]([CH3:25])=[CH:23][CH:22]=1)(=[O:20])=[O:19]. The catalyst is C(Cl)Cl. The product is [CH3:25][C:24]1[CH:26]=[CH:27][C:21]([S:18]([O:9][CH2:8][CH:5]2[CH2:6][O:7][C:2]([CH3:10])([CH3:1])[O:3][CH2:4]2)(=[O:20])=[O:19])=[CH:22][CH:23]=1. The yield is 0.970. (2) The reactants are [S:1]([C:5]1[S:9][C:8]([C:10]#[N:11])=[CH:7][CH:6]=1)(=[O:4])(=[O:3])[NH2:2].Cl.[NH2:13][OH:14].C(=O)([O-])[O-].[Na+].[Na+]. The catalyst is O.C(O)C. The product is [OH:14][NH:13][C:10]([C:8]1[S:9][C:5]([S:1](=[O:4])(=[O:3])[NH2:2])=[CH:6][CH:7]=1)=[NH:11]. The yield is 0.580.